From a dataset of Forward reaction prediction with 1.9M reactions from USPTO patents (1976-2016). Predict the product of the given reaction. (1) Given the reactants [C:1]([O:5][C:6]([N:8]1[CH2:17][CH2:16][C:15]2[C:10](=[CH:11][CH:12]=[CH:13][C:14]=2/[CH:18]=[CH:19]/[C:20]([OH:22])=O)[CH2:9]1)=[O:7])([CH3:4])([CH3:3])[CH3:2].CN(C(ON1N=N[C:33]2[CH:34]=[CH:35][CH:36]=N[C:32]1=2)=[N+](C)C)C.F[P-](F)(F)(F)(F)F.CC[N:49]([CH:53]([CH3:55])C)[CH:50]([CH3:52])C.O.C(Cl)[Cl:58], predict the reaction product. The product is: [C:1]([O:5][C:6]([N:8]1[CH2:17][CH2:16][C:15]2[C:10](=[CH:11][CH:12]=[CH:13][C:14]=2/[CH:18]=[CH:19]/[C:20](=[O:22])[N:49]([CH2:50][C:52]2[CH:32]=[CH:33][CH:34]=[CH:35][C:36]=2[Cl:58])[CH2:53][CH3:55])[CH2:9]1)=[O:7])([CH3:3])([CH3:4])[CH3:2]. (2) Given the reactants Br[CH2:2][C:3]([C:5]1[CH2:6][CH2:7][CH2:8][C:9]2([CH3:24])[C:13]=1[N:12]([CH2:14][C:15]1[CH:20]=[CH:19][CH:18]=[C:17]([O:21][CH3:22])[CH:16]=1)[C:11](=[O:23])[CH2:10]2)=O.[NH2:25][C:26]([NH2:28])=[S:27].CCOCC, predict the reaction product. The product is: [NH2:28][C:26]1[S:27][CH:2]=[C:3]([C:5]2[CH2:6][CH2:7][CH2:8][C:9]3([CH3:24])[C:13]=2[N:12]([CH2:14][C:15]2[CH:20]=[CH:19][CH:18]=[C:17]([O:21][CH3:22])[CH:16]=2)[C:11](=[O:23])[CH2:10]3)[N:25]=1. (3) Given the reactants [Cl:1][C:2]1[CH:3]=[C:4]([CH:28]=[CH:29][C:30]=1[F:31])[CH2:5][N:6]1[CH2:15][CH2:14][C:13]2[C:8](=[C:9]([OH:26])[C:10](=[O:25])[N:11]([CH2:19][CH2:20][CH2:21][CH2:22][NH:23][CH3:24])[C:12]=2[C:16](O)=[O:17])[C:7]1=[O:27].Cl.CN(C)CCCN=C=NCC.ON1C2N=CC=CC=2N=N1.CN1CCOCC1, predict the reaction product. The product is: [Cl:1][C:2]1[CH:3]=[C:4]([CH:28]=[CH:29][C:30]=1[F:31])[CH2:5][N:6]1[CH2:15][CH2:14][C:13]2[C:8](=[C:9]([OH:26])[C:10](=[O:25])[N:11]3[CH2:19][CH2:20][CH2:21][CH2:22][N:23]([CH3:24])[C:16](=[O:17])[C:12]3=2)[C:7]1=[O:27]. (4) Given the reactants [CH2:1]([C:3]1[N:4]=[C:5]([CH3:13])[O:6][C:7]=1[C:8]([O:10]CC)=O)[CH3:2].[CH3:14][N:15]1[CH2:20][CH2:19][N:18]([C:21]2[C:30]3[C:25](=[CH:26][C:27]4[CH2:33][CH2:32][NH:31][C:28]=4[CH:29]=3)[CH:24]=[CH:23][N:22]=2)[CH2:17][CH2:16]1.C[Al](C)C, predict the reaction product. The product is: [CH2:1]([C:3]1[N:4]=[C:5]([CH3:13])[O:6][C:7]=1[C:8]([N:31]1[C:28]2[CH:29]=[C:30]3[C:25]([CH:24]=[CH:23][N:22]=[C:21]3[N:18]3[CH2:17][CH2:16][N:15]([CH3:14])[CH2:20][CH2:19]3)=[CH:26][C:27]=2[CH2:33][CH2:32]1)=[O:10])[CH3:2]. (5) Given the reactants [Cl:1][C:2]1[CH:29]=[CH:28][C:5]2[N:6]([C@@H:23]3[CH2:27][CH2:26][NH:25][CH2:24]3)[C:7]([CH2:9][N:10]3[C:18]4[C:13](=[CH:14][CH:15]=[CH:16][CH:17]=4)[C:12]([S:19]([CH3:22])(=[O:21])=[O:20])=[N:11]3)=[N:8][C:4]=2[CH:3]=1.[C:30](O)(=[O:33])[CH2:31][CH3:32].C(OC(=O)C)(=O)C, predict the reaction product. The product is: [Cl:1][C:2]1[CH:29]=[CH:28][C:5]2[N:6]([C@@H:23]3[CH2:27][CH2:26][N:25]([C:30](=[O:33])[CH2:31][CH3:32])[CH2:24]3)[C:7]([CH2:9][N:10]3[C:18]4[C:13](=[CH:14][CH:15]=[CH:16][CH:17]=4)[C:12]([S:19]([CH3:22])(=[O:21])=[O:20])=[N:11]3)=[N:8][C:4]=2[CH:3]=1. (6) Given the reactants [CH3:1][C:2]1[C:10]2[C:5](=[N:6][CH:7]=[C:8]([C:24]3[CH:29]=[CH:28][CH:27]=[CH:26][CH:25]=3)[C:9]=2[N:11]2[CH2:16][CH2:15][N:14]([C:17]([O:19][C:20]([CH3:23])([CH3:22])[CH3:21])=[O:18])[CH2:13][CH2:12]2)[N:4](S(C2C=CC=CC=2)(=O)=O)[CH:3]=1.C1COCC1.CO.[Li+].[OH-], predict the reaction product. The product is: [CH3:1][C:2]1[C:10]2[C:5](=[N:6][CH:7]=[C:8]([C:24]3[CH:29]=[CH:28][CH:27]=[CH:26][CH:25]=3)[C:9]=2[N:11]2[CH2:16][CH2:15][N:14]([C:17]([O:19][C:20]([CH3:23])([CH3:21])[CH3:22])=[O:18])[CH2:13][CH2:12]2)[NH:4][CH:3]=1.